Dataset: Catalyst prediction with 721,799 reactions and 888 catalyst types from USPTO. Task: Predict which catalyst facilitates the given reaction. Reactant: [CH2:1]([C:3]([CH2:14][CH3:15])([C:7]1[CH:12]=[CH:11][CH:10]=[CH:9][C:8]=1[OH:13])[C:4]([NH2:6])=[O:5])[CH3:2].C(=O)([O-])[O-].[K+].[K+].[CH2:22](Br)[C:23]1[CH:28]=[CH:27][CH:26]=[CH:25][CH:24]=1. Product: [CH2:14]([C:3]([CH2:1][CH3:2])([C:7]1[CH:12]=[CH:11][CH:10]=[CH:9][C:8]=1[O:13][CH2:22][C:23]1[CH:28]=[CH:27][CH:26]=[CH:25][CH:24]=1)[C:4]([NH2:6])=[O:5])[CH3:15]. The catalyst class is: 18.